Dataset: Catalyst prediction with 721,799 reactions and 888 catalyst types from USPTO. Task: Predict which catalyst facilitates the given reaction. Reactant: [N+:1]([C:4]1[C:9]([CH3:10])=[CH:8][CH:7]=[CH:6][C:5]=1[CH3:11])([O-:3])=[O:2].[CH3:12][O:13][CH:14]([O:18][CH3:19])N(C)C.CN(C)C=O.C[Si](Cl)(C)C. Product: [CH3:12][O:13][CH:14]([O:18][CH3:19])[CH2:11][C:5]1[CH:6]=[CH:7][CH:8]=[C:9]([CH3:10])[C:4]=1[N+:1]([O-:3])=[O:2]. The catalyst class is: 370.